This data is from NCI-60 drug combinations with 297,098 pairs across 59 cell lines. The task is: Regression. Given two drug SMILES strings and cell line genomic features, predict the synergy score measuring deviation from expected non-interaction effect. (1) Drug 2: CN(C(=O)NC(C=O)C(C(C(CO)O)O)O)N=O. Drug 1: CC1OCC2C(O1)C(C(C(O2)OC3C4COC(=O)C4C(C5=CC6=C(C=C35)OCO6)C7=CC(=C(C(=C7)OC)O)OC)O)O. Synergy scores: CSS=37.3, Synergy_ZIP=-10.5, Synergy_Bliss=-5.66, Synergy_Loewe=-50.2, Synergy_HSA=-4.69. Cell line: CAKI-1. (2) Drug 1: CCCS(=O)(=O)NC1=C(C(=C(C=C1)F)C(=O)C2=CNC3=C2C=C(C=N3)C4=CC=C(C=C4)Cl)F. Synergy scores: CSS=9.51, Synergy_ZIP=1.96, Synergy_Bliss=5.00, Synergy_Loewe=3.82, Synergy_HSA=3.54. Cell line: UO-31. Drug 2: CC1C(C(=O)NC(C(=O)N2CCCC2C(=O)N(CC(=O)N(C(C(=O)O1)C(C)C)C)C)C(C)C)NC(=O)C3=C4C(=C(C=C3)C)OC5=C(C(=O)C(=C(C5=N4)C(=O)NC6C(OC(=O)C(N(C(=O)CN(C(=O)C7CCCN7C(=O)C(NC6=O)C(C)C)C)C)C(C)C)C)N)C. (3) Drug 1: CC1=CC2C(CCC3(C2CCC3(C(=O)C)OC(=O)C)C)C4(C1=CC(=O)CC4)C. Drug 2: C1=C(C(=O)NC(=O)N1)N(CCCl)CCCl. Cell line: K-562. Synergy scores: CSS=32.9, Synergy_ZIP=-10.9, Synergy_Bliss=-9.13, Synergy_Loewe=-20.4, Synergy_HSA=-9.67. (4) Drug 1: CC(C1=C(C=CC(=C1Cl)F)Cl)OC2=C(N=CC(=C2)C3=CN(N=C3)C4CCNCC4)N. Drug 2: C1=NC(=NC(=O)N1C2C(C(C(O2)CO)O)O)N. Cell line: SN12C. Synergy scores: CSS=6.72, Synergy_ZIP=-3.20, Synergy_Bliss=-0.636, Synergy_Loewe=0.222, Synergy_HSA=0.398. (5) Drug 1: COC1=C(C=C2C(=C1)N=CN=C2NC3=CC(=C(C=C3)F)Cl)OCCCN4CCOCC4. Drug 2: CC1=C(C=C(C=C1)C(=O)NC2=CC(=CC(=C2)C(F)(F)F)N3C=C(N=C3)C)NC4=NC=CC(=N4)C5=CN=CC=C5. Cell line: SNB-75. Synergy scores: CSS=28.0, Synergy_ZIP=-7.33, Synergy_Bliss=2.57, Synergy_Loewe=0.970, Synergy_HSA=2.12.